This data is from Full USPTO retrosynthesis dataset with 1.9M reactions from patents (1976-2016). The task is: Predict the reactants needed to synthesize the given product. (1) Given the product [CH:3]1([C:6]2[O:10][N:9]=[C:8]([C:11]([OH:13])=[O:12])[CH:7]=2)[CH2:4][CH2:5]1, predict the reactants needed to synthesize it. The reactants are: [OH-].[Na+].[CH:3]1([C:6]2[O:10][N:9]=[C:8]([C:11]([O:13]CC)=[O:12])[CH:7]=2)[CH2:5][CH2:4]1. (2) Given the product [OH:23][C:20]([C:17]1[CH:16]=[CH:15][C:14]([C:13]([NH:12][C:4]2[CH:3]=[C:2]([O:26][CH3:25])[N:7]3[N:8]=[CH:9][CH:10]=[C:6]3[N:5]=2)=[O:24])=[CH:19][CH:18]=1)([CH3:21])[CH3:22], predict the reactants needed to synthesize it. The reactants are: Cl[C:2]1[N:7]2[N:8]=[C:9](C)[CH:10]=[C:6]2[N:5]=[C:4]([NH:12][C:13](=[O:24])[C:14]2[CH:19]=[CH:18][C:17]([C:20]([OH:23])([CH3:22])[CH3:21])=[CH:16][CH:15]=2)[CH:3]=1.[CH3:25][O-:26].[Na+]. (3) Given the product [CH:17]1([C:18]#[C:19][Si:20]([CH3:23])([CH3:22])[CH3:21])[CH2:16][CH2:15][CH2:14]1, predict the reactants needed to synthesize it. The reactants are: C(NC(C)C)(C)C.C([Li])CCC.Cl[CH2:14][CH2:15][CH2:16][CH2:17][C:18]#[C:19][Si:20]([CH3:23])([CH3:22])[CH3:21]. (4) Given the product [Br:24][C:20]1[N:19]=[C:18]([CH2:17][N:8]2[C:9]3[C:14](=[CH:13][CH:12]=[CH:11][CH:10]=3)[C:15](=[O:16])[C:6]([C:4](=[O:5])[C:29]3[CH:30]=[CH:31][C:32]([Cl:33])=[C:27]([Cl:26])[CH:28]=3)=[CH:7]2)[CH:23]=[CH:22][CH:21]=1, predict the reactants needed to synthesize it. The reactants are: CON(C)[C:4]([C:6]1[C:15](=[O:16])[C:14]2[C:9](=[CH:10][CH:11]=[CH:12][CH:13]=2)[N:8]([CH2:17][C:18]2[CH:23]=[CH:22][CH:21]=[C:20]([Br:24])[N:19]=2)[CH:7]=1)=[O:5].[Cl:26][C:27]1[CH:28]=[C:29]([Mg]Br)[CH:30]=[CH:31][C:32]=1[Cl:33].